From a dataset of TCR-epitope binding with 47,182 pairs between 192 epitopes and 23,139 TCRs. Binary Classification. Given a T-cell receptor sequence (or CDR3 region) and an epitope sequence, predict whether binding occurs between them. The epitope is LLWNGPMAV. The TCR CDR3 sequence is CASSLAGFAYEQYF. Result: 0 (the TCR does not bind to the epitope).